Dataset: NCI-60 drug combinations with 297,098 pairs across 59 cell lines. Task: Regression. Given two drug SMILES strings and cell line genomic features, predict the synergy score measuring deviation from expected non-interaction effect. (1) Drug 1: CC1=C(N=C(N=C1N)C(CC(=O)N)NCC(C(=O)N)N)C(=O)NC(C(C2=CN=CN2)OC3C(C(C(C(O3)CO)O)O)OC4C(C(C(C(O4)CO)O)OC(=O)N)O)C(=O)NC(C)C(C(C)C(=O)NC(C(C)O)C(=O)NCCC5=NC(=CS5)C6=NC(=CS6)C(=O)NCCC[S+](C)C)O. Drug 2: COC1=C2C(=CC3=C1OC=C3)C=CC(=O)O2. Cell line: CAKI-1. Synergy scores: CSS=29.7, Synergy_ZIP=1.43, Synergy_Bliss=1.39, Synergy_Loewe=-11.1, Synergy_HSA=1.96. (2) Drug 1: CN(C)C1=NC(=NC(=N1)N(C)C)N(C)C. Drug 2: COC1=NC(=NC2=C1N=CN2C3C(C(C(O3)CO)O)O)N. Cell line: SF-268. Synergy scores: CSS=-6.43, Synergy_ZIP=3.32, Synergy_Bliss=4.23, Synergy_Loewe=-3.38, Synergy_HSA=-1.78. (3) Drug 1: CC1=C(N=C(N=C1N)C(CC(=O)N)NCC(C(=O)N)N)C(=O)NC(C(C2=CN=CN2)OC3C(C(C(C(O3)CO)O)O)OC4C(C(C(C(O4)CO)O)OC(=O)N)O)C(=O)NC(C)C(C(C)C(=O)NC(C(C)O)C(=O)NCCC5=NC(=CS5)C6=NC(=CS6)C(=O)NCCC[S+](C)C)O. Drug 2: COCCOC1=C(C=C2C(=C1)C(=NC=N2)NC3=CC=CC(=C3)C#C)OCCOC.Cl. Cell line: UACC62. Synergy scores: CSS=22.2, Synergy_ZIP=-2.96, Synergy_Bliss=2.92, Synergy_Loewe=-12.9, Synergy_HSA=4.04. (4) Drug 1: C1CCC(C1)C(CC#N)N2C=C(C=N2)C3=C4C=CNC4=NC=N3. Drug 2: CC1=C(C(=CC=C1)Cl)NC(=O)C2=CN=C(S2)NC3=CC(=NC(=N3)C)N4CCN(CC4)CCO. Cell line: SF-295. Synergy scores: CSS=5.17, Synergy_ZIP=-1.85, Synergy_Bliss=1.12, Synergy_Loewe=0.412, Synergy_HSA=1.55. (5) Drug 1: CCN(CC)CCCC(C)NC1=C2C=C(C=CC2=NC3=C1C=CC(=C3)Cl)OC. Drug 2: C1CN(P(=O)(OC1)NCCCl)CCCl. Cell line: RXF 393. Synergy scores: CSS=7.27, Synergy_ZIP=0.170, Synergy_Bliss=1.71, Synergy_Loewe=0.277, Synergy_HSA=0.305. (6) Drug 1: CC1=C(C(=CC=C1)Cl)NC(=O)C2=CN=C(S2)NC3=CC(=NC(=N3)C)N4CCN(CC4)CCO. Drug 2: CS(=O)(=O)CCNCC1=CC=C(O1)C2=CC3=C(C=C2)N=CN=C3NC4=CC(=C(C=C4)OCC5=CC(=CC=C5)F)Cl. Cell line: NCIH23. Synergy scores: CSS=13.4, Synergy_ZIP=0.799, Synergy_Bliss=5.37, Synergy_Loewe=4.50, Synergy_HSA=5.65. (7) Synergy scores: CSS=14.1, Synergy_ZIP=-9.25, Synergy_Bliss=-1.70, Synergy_Loewe=-23.0, Synergy_HSA=-3.44. Drug 2: CCC1(C2=C(COC1=O)C(=O)N3CC4=CC5=C(C=CC(=C5CN(C)C)O)N=C4C3=C2)O.Cl. Cell line: OVCAR-8. Drug 1: CN(C)N=NC1=C(NC=N1)C(=O)N. (8) Drug 1: CC1=C(N=C(N=C1N)C(CC(=O)N)NCC(C(=O)N)N)C(=O)NC(C(C2=CN=CN2)OC3C(C(C(C(O3)CO)O)O)OC4C(C(C(C(O4)CO)O)OC(=O)N)O)C(=O)NC(C)C(C(C)C(=O)NC(C(C)O)C(=O)NCCC5=NC(=CS5)C6=NC(=CS6)C(=O)NCCC[S+](C)C)O. Drug 2: CN(C(=O)NC(C=O)C(C(C(CO)O)O)O)N=O. Cell line: NCIH23. Synergy scores: CSS=47.1, Synergy_ZIP=-0.605, Synergy_Bliss=-2.91, Synergy_Loewe=-50.2, Synergy_HSA=-3.56.